This data is from Forward reaction prediction with 1.9M reactions from USPTO patents (1976-2016). The task is: Predict the product of the given reaction. (1) Given the reactants [CH3:1][C:2]1[CH:22]=[CH:21][C:5]([CH2:6][NH:7][C:8]([CH:10]2[CH2:13][N:12](C(OC(C)(C)C)=O)[CH2:11]2)=[O:9])=[CH:4][CH:3]=1, predict the reaction product. The product is: [CH3:1][C:2]1[CH:3]=[CH:4][C:5]([CH2:6][NH:7][C:8]([CH:10]2[CH2:13][NH:12][CH2:11]2)=[O:9])=[CH:21][CH:22]=1. (2) Given the reactants Cl.[Cl:2][C:3]1[CH:8]=[C:7]([C:9]2[CH:14]=[CH:13][CH:12]=[C:11]([Cl:15])[CH:10]=2)[N:6]=[C:5]2[CH2:16][CH2:17][CH2:18][C:4]=12.[NH2:19][C:20]1[CH:25]=[CH:24][C:23]([CH2:26][C:27]([NH:29][CH3:30])=[O:28])=[CH:22][CH:21]=1, predict the reaction product. The product is: [ClH:2].[Cl:15][C:11]1[CH:10]=[C:9]([C:7]2[N:6]=[C:5]3[CH2:16][CH2:17][CH2:18][C:4]3=[C:3]([NH:19][C:20]3[CH:21]=[CH:22][C:23]([CH2:26][C:27]([NH:29][CH3:30])=[O:28])=[CH:24][CH:25]=3)[CH:8]=2)[CH:14]=[CH:13][CH:12]=1. (3) The product is: [C:30]([C:27]([C:23]1[CH:22]=[C:21]([C:20]([NH:19][C:14]2[CH:15]=[CH:16][C:17]([CH3:18])=[C:12]([NH:11][C:6]3[N:7]=[CH:8][C:9]4[N:10]=[C:2]([NH:1][C:39]([C:36]5[CH:35]=[C:34]([CH3:33])[NH:38][N:37]=5)=[O:40])[S:3][C:4]=4[N:5]=3)[CH:13]=2)=[O:32])[CH:26]=[CH:25][CH:24]=1)([CH3:29])[CH3:28])#[N:31]. Given the reactants [NH2:1][C:2]1[S:3][C:4]2[N:5]=[C:6]([NH:11][C:12]3[CH:13]=[C:14]([NH:19][C:20](=[O:32])[C:21]4[CH:26]=[CH:25][CH:24]=[C:23]([C:27]([C:30]#[N:31])([CH3:29])[CH3:28])[CH:22]=4)[CH:15]=[CH:16][C:17]=3[CH3:18])[N:7]=[CH:8][C:9]=2[N:10]=1.[CH3:33][C:34]1[NH:38][N:37]=[C:36]([C:39](O)=[O:40])[CH:35]=1.F[P-](F)(F)(F)(F)F.N1(OC(N(C)C)=[N+](C)C)C2N=CC=CC=2N=N1.C(=O)([O-])O.[Na+], predict the reaction product.